From a dataset of Peptide-MHC class I binding affinity with 185,985 pairs from IEDB/IMGT. Regression. Given a peptide amino acid sequence and an MHC pseudo amino acid sequence, predict their binding affinity value. This is MHC class I binding data. (1) The MHC is HLA-A68:01 with pseudo-sequence HLA-A68:01. The binding affinity (normalized) is 0.530. The peptide sequence is YIWIKNLETY. (2) The peptide sequence is TWMSAEGAWR. The MHC is HLA-A31:01 with pseudo-sequence HLA-A31:01. The binding affinity (normalized) is 0.490. (3) The peptide sequence is KEAVNHFHL. The MHC is HLA-A29:02 with pseudo-sequence HLA-A29:02. The binding affinity (normalized) is 0.0847. (4) The peptide sequence is REGLLNYSM. The MHC is HLA-B40:02 with pseudo-sequence HLA-B40:02. The binding affinity (normalized) is 0.734. (5) The peptide sequence is RRFQHKDGH. The MHC is HLA-A69:01 with pseudo-sequence HLA-A69:01. The binding affinity (normalized) is 0.0847. (6) The peptide sequence is TFDHTLMSI. The MHC is HLA-B07:02 with pseudo-sequence HLA-B07:02. The binding affinity (normalized) is 0.0560.